This data is from Reaction yield outcomes from USPTO patents with 853,638 reactions. The task is: Predict the reaction yield, written as a fraction of the theoretical maximum amount of product (1.0 means a 100% yield; for example, 0.34 means a 34% yield). (1) The reactants are C(OC([N:8]1[CH2:13][CH:12]=[C:11]([C:14]2[C:22]3[C:17](=[CH:18][CH:19]=[C:20]([NH:23][C:24]4[N:29]=[C:28]([NH:30][C:31]5[CH:36]=[CH:35][C:34]([CH3:37])=[CH:33][CH:32]=5)[C:27]([Br:38])=[CH:26][N:25]=4)[CH:21]=3)[NH:16][CH:15]=2)[CH2:10][CH2:9]1)=O)(C)(C)C.CO.[ClH:41]. The catalyst is O1CCOCC1. The product is [ClH:41].[Br:38][C:27]1[C:28]([NH:30][C:31]2[CH:32]=[CH:33][C:34]([CH3:37])=[CH:35][CH:36]=2)=[N:29][C:24]([NH:23][C:20]2[CH:21]=[C:22]3[C:17](=[CH:18][CH:19]=2)[NH:16][CH:15]=[C:14]3[C:11]2[CH2:12][CH2:13][NH:8][CH2:9][CH:10]=2)=[N:25][CH:26]=1. The yield is 0.850. (2) The reactants are [CH3:1][C:2]1[S:3][C:4]([CH3:7])=[CH:5][N:6]=1.BrN1C(=O)CCC1=O.C1(C(OOC(=O)C2C=CC=CC=2)=O)C=CC=CC=1.[CH3:34][C:35]1[N:40]=[C:39]([SH:41])[N:38]=[C:37]([OH:42])[CH:36]=1. The catalyst is C(N(CC)CC)C.C(Cl)(Cl)(Cl)Cl. The product is [CH3:34][C:35]1[N:40]=[C:39]([S:41][CH2:1][C:2]2[S:3][C:4]([CH3:7])=[CH:5][N:6]=2)[N:38]=[C:37]([OH:42])[CH:36]=1. The yield is 0.400.